From a dataset of Forward reaction prediction with 1.9M reactions from USPTO patents (1976-2016). Predict the product of the given reaction. (1) Given the reactants Br[C:2]1[CH:7]=[C:6]([CH3:8])[C:5]([N:9]2[C:13]3[CH:14]=[CH:15][CH:16]=[CH:17][C:12]=3[N:11]([CH2:18][C:19]([F:22])([F:21])[F:20])[C:10]2=[O:23])=[C:4]([CH3:24])[CH:3]=1.[Si:25]([O:32][CH2:33][CH2:34][NH2:35])([C:28]([CH3:31])([CH3:30])[CH3:29])([CH3:27])[CH3:26].C([O-])([O-])=O.[Cs+].[Cs+].CC(C1C=C(C(C)C)C(C2C=CC=CC=2P(C2CCCCC2)C2CCCCC2)=C(C(C)C)C=1)C, predict the reaction product. The product is: [Si:25]([O:32][CH2:33][CH2:34][NH:35][C:2]1[CH:7]=[C:6]([CH3:8])[C:5]([N:9]2[C:13]3[CH:14]=[CH:15][CH:16]=[CH:17][C:12]=3[N:11]([CH2:18][C:19]([F:22])([F:21])[F:20])[C:10]2=[O:23])=[C:4]([CH3:24])[CH:3]=1)([C:28]([CH3:30])([CH3:31])[CH3:29])([CH3:27])[CH3:26]. (2) Given the reactants [CH3:1][C:2]1[CH:7]=[CH:6][CH:5]=[C:4]([CH3:8])[C:3]=1[CH2:9][N:10]1[C:14]([C:15]([O:17]C)=[O:16])=[CH:13][C:12]([B:19]2[O:23][C:22]([CH3:25])([CH3:24])[C:21]([CH3:27])([CH3:26])[O:20]2)=[N:11]1.[OH-].[Na+], predict the reaction product. The product is: [CH3:8][C:4]1[CH:5]=[CH:6][CH:7]=[C:2]([CH3:1])[C:3]=1[CH2:9][N:10]1[C:14]([C:15]([OH:17])=[O:16])=[CH:13][C:12]([B:19]2[O:20][C:21]([CH3:27])([CH3:26])[C:22]([CH3:25])([CH3:24])[O:23]2)=[N:11]1. (3) Given the reactants [Cl:1][C:2]1[CH:19]=[CH:18][C:5]2[N:6]([CH:11]3[CH2:15][CH2:14][C:13]([F:17])([F:16])[CH2:12]3)[C:7]([CH2:9]Cl)=[N:8][C:4]=2[CH:3]=1.[CH3:20][S:21]([C:24]1[C:32]2[C:27](=[CH:28][CH:29]=[CH:30][CH:31]=2)[NH:26][N:25]=1)(=[O:23])=[O:22].CS(C1C2C(=CN=CC=2)NN=1)(=O)=O, predict the reaction product. The product is: [Cl:1][C:2]1[CH:19]=[CH:18][C:5]2[N:6]([CH:11]3[CH2:15][CH2:14][C:13]([F:17])([F:16])[CH2:12]3)[C:7]([CH2:9][N:26]3[C:27]4[C:32](=[CH:31][CH:30]=[CH:29][CH:28]=4)[C:24]([S:21]([CH3:20])(=[O:22])=[O:23])=[N:25]3)=[N:8][C:4]=2[CH:3]=1.